Task: Predict the product of the given reaction.. Dataset: Forward reaction prediction with 1.9M reactions from USPTO patents (1976-2016) Given the reactants [F:1][C:2]1[CH:3]=[C:4]([C:9]2[CH:18]=[CH:17][C:16]3[C:11](=[CH:12][CH:13]=[C:14]([C:19]#[C:20][CH3:21])[CH:15]=3)[CH:10]=2)[CH:5]=[CH:6][C:7]=1[F:8].[H][H], predict the reaction product. The product is: [F:1][C:2]1[CH:3]=[C:4]([C:9]2[CH:18]=[CH:17][C:16]3[C:11](=[CH:12][CH:13]=[C:14]([CH2:19][CH2:20][CH3:21])[CH:15]=3)[CH:10]=2)[CH:5]=[CH:6][C:7]=1[F:8].